Dataset: Forward reaction prediction with 1.9M reactions from USPTO patents (1976-2016). Task: Predict the product of the given reaction. (1) Given the reactants [Br:1][C:2]1[CH:3]=[C:4]2[C:8](=[CH:9][CH:10]=1)[NH:7][CH2:6][CH2:5]2.O=[CH:12][C:13]1[CH:21]=[CH:20][C:17]([O:18][CH3:19])=[C:15]([OH:16])[CH:14]=1.C(O[BH-](OC(=O)C)OC(=O)C)(=O)C.[Na+], predict the reaction product. The product is: [Br:1][C:2]1[CH:3]=[C:4]2[C:8](=[CH:9][CH:10]=1)[N:7]([CH2:12][C:13]1[CH:21]=[CH:20][C:17]([O:18][CH3:19])=[C:15]([OH:16])[CH:14]=1)[CH2:6][CH2:5]2. (2) Given the reactants [NH2:1][C:2]1[N:7]=[C:6]([C:8]#[N:9])[C:5]([C:10]2[CH:15]=[CH:14][C:13](Cl)=[CH:12][C:11]=2[F:17])=[N:4][CH:3]=1.[CH3:18][C:19]1([CH3:35])[C:23]([CH3:25])([CH3:24])[O:22][B:21]([B:21]2[O:22][C:23]([CH3:25])([CH3:24])[C:19]([CH3:35])([CH3:18])[O:20]2)[O:20]1.[CH3:18][C:19]1([CH3:35])[C:23]([CH3:25])([CH3:24])[O:22][B:21]([B:21]2[O:22][C:23]([CH3:25])([CH3:24])[C:19]([CH3:35])([CH3:18])[O:20]2)[O:20]1.CC([O-])=O.[K+], predict the reaction product. The product is: [NH2:1][C:2]1[N:7]=[C:6]([C:8]#[N:9])[C:5]([C:10]2[CH:15]=[CH:14][C:13]([B:21]3[O:22][C:23]([CH3:25])([CH3:24])[C:19]([CH3:35])([CH3:18])[O:20]3)=[CH:12][C:11]=2[F:17])=[N:4][CH:3]=1. (3) Given the reactants [CH3:1][O:2][C:3]1[CH:8]=[CH:7][C:6]([CH:9]=[C:10]([CH3:25])[C:11](=[O:24])[C:12]2[CH:17]=[C:16]([O:18][CH3:19])[C:15]([O:20][CH3:21])=[C:14]([O:22][CH3:23])[CH:13]=2)=[CH:5][C:4]=1[NH:26][C:27](=[O:39])[C@:28]([NH2:38])(C(OC(C)(C)C)=O)[CH2:29][OH:30].Cl.C(=O)([O-])O.[Na+], predict the reaction product. The product is: [CH3:1][O:2][C:3]1[CH:8]=[CH:7][C:6]([CH:9]=[C:10]([CH3:25])[C:11](=[O:24])[C:12]2[CH:13]=[C:14]([O:22][CH3:23])[C:15]([O:20][CH3:21])=[C:16]([O:18][CH3:19])[CH:17]=2)=[CH:5][C:4]=1[NH:26][C:27](=[O:39])[C@@H:28]([NH2:38])[CH2:29][OH:30]. (4) Given the reactants [CH3:1][C:2]1[CH:6]=[C:5]([NH:7][CH:8]=[C:9]([C:15]([O:17]CC)=O)[C:10]([O:12][CH2:13][CH3:14])=[O:11])[N:4]([C:20]2[CH:25]=[CH:24][CH:23]=[CH:22][N:21]=2)[N:3]=1.[OH-].[Na+], predict the reaction product. The product is: [OH:17][C:15]1[C:9]([C:10]([O:12][CH2:13][CH3:14])=[O:11])=[CH:8][N:7]=[C:5]2[N:4]([C:20]3[CH:25]=[CH:24][CH:23]=[CH:22][N:21]=3)[N:3]=[C:2]([CH3:1])[C:6]=12. (5) The product is: [C:1]([C:3]1[CH:12]=[CH:11][CH:10]=[C:9]2[C:4]=1[CH:5]=[CH:6][C:7]([C:13]([Cl:19])=[O:15])=[CH:8]2)#[N:2]. Given the reactants [C:1]([C:3]1[CH:12]=[CH:11][CH:10]=[C:9]2[C:4]=1[CH:5]=[CH:6][C:7]([C:13]([OH:15])=O)=[CH:8]2)#[N:2].C(Cl)(=O)C([Cl:19])=O, predict the reaction product.